Dataset: Full USPTO retrosynthesis dataset with 1.9M reactions from patents (1976-2016). Task: Predict the reactants needed to synthesize the given product. Given the product [Cl:1][C:2]1[CH:7]=[C:6]([N:23]2[CH:27]=[N:26][CH:25]=[N:24]2)[CH:5]=[C:4]([Cl:9])[N:3]=1, predict the reactants needed to synthesize it. The reactants are: [Cl:1][C:2]1[CH:7]=[C:6](Cl)[CH:5]=[C:4]([Cl:9])[N:3]=1.C([O-])([O-])=O.[Cs+].[Cs+].CN1CCCC1=O.[NH:23]1[CH:27]=[N:26][CH:25]=[N:24]1.